From a dataset of Catalyst prediction with 721,799 reactions and 888 catalyst types from USPTO. Predict which catalyst facilitates the given reaction. (1) Reactant: [CH2:1]([C@H:5]1[C@@H:10]([NH2:11])[CH2:9][CH2:8][C@@H:7]([N:12]([CH:14]([CH3:16])[CH3:15])[CH3:13])[CH2:6]1)[CH2:2][CH2:3][CH3:4].CN(C(ON1N=NC2C=CC=NC1=2)=[N+](C)C)C.F[P-](F)(F)(F)(F)F.[C:41]([NH:48][C@@H:49]([C:51](O)=[O:52])[CH3:50])([O:43][C:44]([CH3:47])([CH3:46])[CH3:45])=[O:42].C(N(CC)C(C)C)(C)C. Product: [CH2:1]([C@@H:5]1[CH2:6][C@H:7]([N:12]([CH:14]([CH3:15])[CH3:16])[CH3:13])[CH2:8][CH2:9][C@@H:10]1[NH:11][C:51](=[O:52])[C@H:49]([NH:48][C:41](=[O:42])[O:43][C:44]([CH3:46])([CH3:45])[CH3:47])[CH3:50])[CH2:2][CH2:3][CH3:4]. The catalyst class is: 85. (2) Reactant: [H-].[Na+].[CH2:3]([OH:7])[C:4]#[C:5][CH3:6].Cl[C:9]1[CH:14]=[C:13]([O:15][CH:16]([CH3:22])[CH:17]([O:20][CH3:21])[O:18][CH3:19])[N:12]=[CH:11][N:10]=1.[Cl-].[NH4+]. Product: [CH2:3]([O:7][C:9]1[CH:14]=[C:13]([O:15][CH:16]([CH3:22])[CH:17]([O:18][CH3:19])[O:20][CH3:21])[N:12]=[CH:11][N:10]=1)[C:4]#[C:5][CH3:6]. The catalyst class is: 7. (3) The catalyst class is: 100. Product: [C:53]([OH:52])(=[O:54])/[CH:55]=[CH:19]/[C:18]([OH:21])=[O:24].[O:24]1[C:33]2[CH:32]=[C:31]([CH2:34][NH:1][CH2:2][C@@H:3]3[C@H:7]([OH:8])[CH2:6][N:5]([CH2:9][CH2:10][N:11]4[C:20]5[C:15](=[N:16][CH:17]=[C:18]([O:21][CH3:22])[CH:19]=5)[CH:14]=[CH:13][C:12]4=[O:23])[CH2:4]3)[N:30]=[CH:29][C:28]=2[O:27][CH2:26][CH2:25]1. Reactant: [NH2:1][CH2:2][C@@H:3]1[C@H:7]([OH:8])[CH2:6][N:5]([CH2:9][CH2:10][N:11]2[C:20]3[C:15](=[N:16][CH:17]=[C:18]([O:21][CH3:22])[CH:19]=3)[CH:14]=[CH:13][C:12]2=[O:23])[CH2:4]1.[O:24]1[C:33]2[CH:32]=[C:31]([CH:34]=O)[N:30]=[CH:29][C:28]=2[O:27][CH2:26][CH2:25]1.S([O-])([O-])(=O)=O.[Na+].[Na+].[BH-]([O:52][C:53]([CH3:55])=[O:54])([O:52][C:53]([CH3:55])=[O:54])[O:52][C:53]([CH3:55])=[O:54].[Na+]. (4) Product: [CH3:17][C@@H:13]([O:12][C:6]1[N:5]=[C:4]2[C:9]([N:10]=[C:2]([O:25][CH3:24])[N:3]2[CH:18]2[CH2:23][CH2:22][CH2:21][CH2:20][O:19]2)=[C:8]([NH2:11])[N:7]=1)[CH2:14][CH2:15][CH3:16]. Reactant: Br[C:2]1[N:3]([CH:18]2[CH2:23][CH2:22][CH2:21][CH2:20][O:19]2)[C:4]2[C:9]([N:10]=1)=[C:8]([NH2:11])[N:7]=[C:6]([O:12][C@H:13]([CH3:17])[CH2:14][CH2:15][CH3:16])[N:5]=2.[CH3:24][O-:25].[Na+]. The catalyst class is: 5. (5) Reactant: [Br:1][C:2]1[CH:3]=[C:4]2[C:9](=[CH:10][CH:11]=1)[CH:8]=[N:7][CH:6]=[CH:5]2.[Cl:12]C1C=CC=C(C(OO)=[O:20])C=1.Cl.C(OCC)C. Product: [ClH:12].[Br:1][C:2]1[CH:3]=[C:4]2[C:9](=[CH:10][CH:11]=1)[CH:8]=[N+:7]([O-:20])[CH:6]=[CH:5]2. The catalyst class is: 98. (6) Reactant: [NH2:1][C:2]1[CH:3]=[CH:4][C:5]2[CH2:9][O:8][B:7]([OH:10])[C:6]=2[CH:11]=1.CCN(CC)CC.[S:19]1[CH:23]=[CH:22][CH:21]=[C:20]1[C:24](Cl)=[O:25]. Product: [OH:10][B:7]1[C:6]2[CH:11]=[C:2]([NH:1][C:24]([C:20]3[S:19][CH:23]=[CH:22][CH:21]=3)=[O:25])[CH:3]=[CH:4][C:5]=2[CH2:9][O:8]1. The catalyst class is: 2. (7) Reactant: [Br:1][C:2]1[CH:7]=[CH:6][N:5]=[C:4]2[N:8]([CH3:24])[CH:9]=[C:10]([C:11]3[CH:19]=[C:18]4[C:14]([CH:15]=[CH:16][N:17]4[CH2:20][CH2:21][OH:22])=[CH:13][C:12]=3[F:23])[C:3]=12.C([BH3-])#N.[Na+]. Product: [Br:1][C:2]1[CH:7]=[CH:6][N:5]=[C:4]2[N:8]([CH3:24])[CH:9]=[C:10]([C:11]3[CH:19]=[C:18]4[C:14]([CH2:15][CH2:16][N:17]4[CH2:20][CH2:21][OH:22])=[CH:13][C:12]=3[F:23])[C:3]=12. The catalyst class is: 15.